From a dataset of Forward reaction prediction with 1.9M reactions from USPTO patents (1976-2016). Predict the product of the given reaction. (1) The product is: [O:8]1[C:12]2[CH:13]=[CH:14][C:15]([NH:17][C:18]3[CH:30]=[C:29]([C:31]4[CH:36]=[CH:35][CH:34]=[C:33]([Cl:37])[CH:32]=4)[CH:28]=[CH:27][C:19]=3[C:20]([OH:22])=[O:21])=[CH:16][C:11]=2[O:10][CH2:9]1. Given the reactants FC(F)(F)C(O)=O.[O:8]1[C:12]2[CH:13]=[CH:14][C:15]([NH:17][C:18]3[CH:30]=[C:29]([C:31]4[CH:36]=[CH:35][CH:34]=[C:33]([Cl:37])[CH:32]=4)[CH:28]=[CH:27][C:19]=3[C:20]([O:22]C(C)(C)C)=[O:21])=[CH:16][C:11]=2[O:10][CH2:9]1, predict the reaction product. (2) Given the reactants [Cl:1][C:2]1[CH:34]=[CH:33][C:5]2[NH:6][C:7]([CH:9]([CH:27]3[CH2:32][CH2:31][CH2:30][NH:29][CH2:28]3)[NH:10][C:11](=[O:26])[C:12]3[CH:17]=[CH:16][C:15]([C:18]([N:20]4[CH2:24][CH2:23][CH2:22][CH2:21]4)=[O:19])=[C:14]([CH3:25])[CH:13]=3)=[N:8][C:4]=2[CH:3]=1.[H-].[Na+].[C:37](Cl)(=[O:39])[CH3:38].O, predict the reaction product. The product is: [C:37]([N:29]1[CH2:30][CH2:31][CH2:32][CH:27]([CH:9]([C:7]2[NH:6][C:5]3[CH:33]=[CH:34][C:2]([Cl:1])=[CH:3][C:4]=3[N:8]=2)[NH:10][C:11](=[O:26])[C:12]2[CH:17]=[CH:16][C:15]([C:18]([N:20]3[CH2:24][CH2:23][CH2:22][CH2:21]3)=[O:19])=[C:14]([CH3:25])[CH:13]=2)[CH2:28]1)(=[O:39])[CH3:38]. (3) Given the reactants Cl[C:2]1[C:3]2[CH:11]=[CH:10][CH:9]=[N:8][C:4]=2[N:5]=[CH:6][N:7]=1.[NH2:12][C:13]1[CH:17]=[C:16]([C:18]([CH3:21])([CH3:20])[CH3:19])[Se:15][C:14]=1[C:22]([NH2:24])=[O:23].CN(C=O)C.[OH-].[Na+], predict the reaction product. The product is: [C:18]([C:16]1[Se:15][C:14]([C:22]([NH2:24])=[O:23])=[C:13]([NH:12][C:2]2[C:3]3[CH:11]=[CH:10][CH:9]=[N:8][C:4]=3[N:5]=[CH:6][N:7]=2)[CH:17]=1)([CH3:21])([CH3:19])[CH3:20]. (4) Given the reactants N1C=CC=CC=1C(O)=O.P([O-])([O-])([O-])=O.[K+].[K+].[K+].[Cl:18][C:19]1[CH:24]=[CH:23][C:22](I)=[CH:21][C:20]=1[Cl:26].[O:27]=[S:28]1(=[O:47])[CH2:33][CH2:32][N:31]2[CH:34]3[CH2:39][CH2:38][C:37]([C:40]4[CH:45]=[CH:44][C:43]([OH:46])=[CH:42][CH:41]=4)([C:30]2=[N:29]1)[CH2:36][CH2:35]3, predict the reaction product. The product is: [Cl:26][C:20]1[CH:21]=[C:22]([CH:23]=[CH:24][C:19]=1[Cl:18])[O:46][C:43]1[CH:44]=[CH:45][C:40]([C:37]23[CH2:38][CH2:39][CH:34]([N:31]4[CH2:32][CH2:33][S:28](=[O:47])(=[O:27])[N:29]=[C:30]42)[CH2:35][CH2:36]3)=[CH:41][CH:42]=1.